From a dataset of Reaction yield outcomes from USPTO patents with 853,638 reactions. Predict the reaction yield, written as a fraction of the theoretical maximum amount of product (1.0 means a 100% yield; for example, 0.34 means a 34% yield). (1) The reactants are [CH3:1][C@H:2]1[CH2:7][C@H:6]([C:8]([OH:10])=[O:9])[N:5]([C:11]([C@@H:13]([NH:21][S:22]([C:25]2[C:30]3[NH:31][CH2:32][CH:33]([CH3:35])[CH2:34][C:29]=3[CH:28]=[CH:27][CH:26]=2)(=[O:24])=[O:23])[CH2:14][CH2:15][CH2:16][N:17]=[C:18]([NH2:20])[NH2:19])=[O:12])[CH2:4][CH2:3]1.O. The catalyst is O. The product is [CH3:1][C@H:2]1[CH2:7][C@H:6]([C:8]([OH:10])=[O:9])[N:5]([C:11]([C@@H:13]([NH:21][S:22]([C:25]2[C:30]3[NH:31][CH2:32][CH:33]([CH3:35])[CH2:34][C:29]=3[CH:28]=[CH:27][CH:26]=2)(=[O:23])=[O:24])[CH2:14][CH2:15][CH2:16][N:17]=[C:18]([NH2:20])[NH2:19])=[O:12])[CH2:4][CH2:3]1. The yield is 0.00260. (2) The reactants are [C:1]([CH:4]1[CH2:8][CH2:7][N:6]([C:9]([O:11][C:12]([CH3:15])([CH3:14])[CH3:13])=[O:10])[CH2:5]1)(=[O:3])[CH3:2].[CH3:16][N:17]([CH:19](OC)OC)[CH3:18]. The catalyst is CN(C=O)C. The product is [CH3:16][N:17]([CH3:19])/[CH:18]=[CH:2]/[C:1]([CH:4]1[CH2:8][CH2:7][N:6]([C:9]([O:11][C:12]([CH3:15])([CH3:14])[CH3:13])=[O:10])[CH2:5]1)=[O:3]. The yield is 0.970. (3) The reactants are [ClH:1].[NH2:2][C@H:3]([C:9]([OH:11])=[O:10])[CH2:4][CH2:5][CH2:6][CH2:7][NH2:8].[CH3:12]O. No catalyst specified. The product is [ClH:1].[ClH:1].[CH3:12][O:10][C:9](=[O:11])[C@H:3]([CH2:4][CH2:5][CH2:6][CH2:7][NH2:8])[NH2:2]. The yield is 0.916. (4) The reactants are [F:1][C:2]1[CH:3]=[C:4]([NH:24][C:25]2[N:40]=[CH:39][CH:38]=[CH:37][C:26]=2[C:27]([NH:29][C:30]2[CH:35]=[CH:34][C:33]([F:36])=[CH:32][CH:31]=2)=[O:28])[CH:5]=[CH:6][C:7]=1[O:8][C:9]1[CH:14]=[CH:13][N:12]=[C:11]2[CH:15]=[C:16]([CH:18]3[CH2:23][CH2:22][NH:21][CH2:20][CH2:19]3)[S:17][C:10]=12.C=O.[BH-](OC(C)=O)(OC(C)=O)O[C:45](C)=O.[Na+].Cl.C([O-])([O-])=O.[Na+].[Na+]. The catalyst is O.C1COCC1.CO. The product is [F:1][C:2]1[CH:3]=[C:4]([NH:24][C:25]2[N:40]=[CH:39][CH:38]=[CH:37][C:26]=2[C:27]([NH:29][C:30]2[CH:35]=[CH:34][C:33]([F:36])=[CH:32][CH:31]=2)=[O:28])[CH:5]=[CH:6][C:7]=1[O:8][C:9]1[CH:14]=[CH:13][N:12]=[C:11]2[CH:15]=[C:16]([CH:18]3[CH2:23][CH2:22][N:21]([CH3:45])[CH2:20][CH2:19]3)[S:17][C:10]=12. The yield is 0.670. (5) The reactants are [OH:1][N:2]=[C:3]([NH2:5])[CH3:4].C(N(CC)CC)C.[Cl:13][C:14]1[CH:19]=[CH:18][N:17]=[C:16]2[CH:20]=[C:21]([C:23](Cl)=[O:24])[S:22][C:15]=12. The catalyst is C(Cl)(Cl)Cl. The product is [Cl:13][C:14]1[CH:19]=[CH:18][N:17]=[C:16]2[CH:20]=[C:21]([C:23]([O:1]/[N:2]=[C:3](\[NH2:5])/[CH3:4])=[O:24])[S:22][C:15]=12. The yield is 0.460. (6) The yield is 0.800. The reactants are [H-].[Na+].[OH:3][C@@H:4]([CH2:15][O:16][C@@H:17]([CH3:21])[CH2:18][O:19][CH3:20])[C:5]([NH:7][C:8]1[CH:13]=[N:12][C:11]([CH3:14])=[CH:10][N:9]=1)=[O:6].Cl[C:23]1[N:28]=[CH:27][N:26]=[C:25]2[N:29]([C:32]3[CH:37]=[CH:36][CH:35]=[CH:34][C:33]=3[Cl:38])[N:30]=[CH:31][C:24]=12. The product is [Cl:38][C:33]1[CH:34]=[CH:35][CH:36]=[CH:37][C:32]=1[N:29]1[C:25]2=[N:26][CH:27]=[N:28][C:23]([O:3][C@@H:4]([CH2:15][O:16][C@@H:17]([CH3:21])[CH2:18][O:19][CH3:20])[C:5]([NH:7][C:8]3[CH:13]=[N:12][C:11]([CH3:14])=[CH:10][N:9]=3)=[O:6])=[C:24]2[CH:31]=[N:30]1. The catalyst is C1COCC1.C(OCC)(=O)C. (7) The reactants are [CH:1](=[O:8])[C:2]1[CH:7]=[CH:6][CH:5]=[CH:4][CH:3]=1.[F:9][C:10]1[CH:15]=[CH:14][C:13]([Mg]Br)=[CH:12][CH:11]=1.Cl. The catalyst is O1CCCC1. The product is [F:9][C:10]1[CH:15]=[CH:14][C:13]([CH:1]([C:2]2[CH:7]=[CH:6][CH:5]=[CH:4][CH:3]=2)[OH:8])=[CH:12][CH:11]=1. The yield is 0.810. (8) The reactants are [CH2:1]([O:3][C:4]([C:6]1[CH:7]=[C:8]2[C:13](=[CH:14][CH:15]=1)[NH:12][CH:11]([C:16]1[CH:21]=[CH:20][CH:19]=[C:18]([NH2:22])[CH:17]=1)[C:10]([CH3:24])([CH3:23])[CH2:9]2)=[O:5])[CH3:2].[CH3:25][O:26][C:27](=[O:32])[C:28](Br)([CH3:30])[CH3:29].C(=O)([O-])[O-].[K+].[K+]. The catalyst is CN(C)C=O. The product is [CH2:1]([O:3][C:4]([C:6]1[CH:7]=[C:8]2[C:13](=[CH:14][CH:15]=1)[NH:12][CH:11]([C:16]1[CH:21]=[CH:20][CH:19]=[C:18]([NH:22][C:28]([C:27]([O:26][CH3:25])=[O:32])([CH3:30])[CH3:29])[CH:17]=1)[C:10]([CH3:23])([CH3:24])[CH2:9]2)=[O:5])[CH3:2]. The yield is 1.00. (9) The reactants are Cl.C[O:3][C:4]1[CH:9]=[C:8]([O:10]C)[CH:7]=[CH:6][C:5]=1[CH2:12][CH2:13][CH2:14][CH2:15][NH:16][C:17]([NH:19][C:20]([C:22]1[C:27]([NH2:28])=[N:26][C:25]([NH2:29])=[C:24]([Cl:30])[N:23]=1)=[O:21])=[NH:18]. The catalyst is Br. The product is [ClH:30].[OH:3][C:4]1[CH:9]=[C:8]([OH:10])[CH:7]=[CH:6][C:5]=1[CH2:12][CH2:13][CH2:14][CH2:15][NH:16][C:17]([NH:19][C:20]([C:22]1[C:27]([NH2:28])=[N:26][C:25]([NH2:29])=[C:24]([Cl:30])[N:23]=1)=[O:21])=[NH:18]. The yield is 0.320. (10) The yield is 0.400. The reactants are [CH:1]([N:4]1[C:8]([C:9]2[N:18]=[C:17]3[N:11]([CH2:12][CH2:13][O:14][C:15]4[CH:22]=[C:21]([OH:23])[N:20]=[CH:19][C:16]=43)[CH:10]=2)=[N:7][CH:6]=[N:5]1)([CH3:3])[CH3:2].O[C:25]([CH3:32])([CH3:31])[C:26]([O:28][CH2:29][CH3:30])=[O:27].CO. The catalyst is C(Cl)Cl. The product is [CH2:29]([O:28][C:26](=[O:27])[C:25]([O:23][C:21]1[N:20]=[CH:19][C:16]2[C:17]3[N:11]([CH2:12][CH2:13][O:14][C:15]=2[CH:22]=1)[CH:10]=[C:9]([C:8]1[N:4]([CH:1]([CH3:3])[CH3:2])[N:5]=[CH:6][N:7]=1)[N:18]=3)([CH3:32])[CH3:31])[CH3:30].